This data is from Reaction yield outcomes from USPTO patents with 853,638 reactions. The task is: Predict the reaction yield, written as a fraction of the theoretical maximum amount of product (1.0 means a 100% yield; for example, 0.34 means a 34% yield). (1) The reactants are [CH3:1][S:2]([NH:5][C:6]1[CH:21]=[CH:20][C:9]2[NH:10][C:11]([CH2:16][C:17](O)=[O:18])=[N:12][S:13](=[O:15])(=[O:14])[C:8]=2[CH:7]=1)(=[O:4])=[O:3].Cl.CN(C)[CH2:25][CH2:26][CH2:27][N:28]=C=NCC.CN1[CH2:40][CH2:39][O:38]CC1.[O-][CH2:42][CH3:43].[Na+].[CH2:45](O)C. The catalyst is CN(C)C=O. The product is [OH:38][C:39]1[C@H:40]2[C@H:27]([C@H:26]3[CH2:25][C@@H:43]2[CH2:42][CH2:45]3)[NH:28][C:17](=[O:18])[C:16]=1[C:11]1[NH:10][C:9]2[CH:20]=[CH:21][C:6]([NH:5][S:2]([CH3:1])(=[O:4])=[O:3])=[CH:7][C:8]=2[S:13](=[O:15])(=[O:14])[N:12]=1. The yield is 0.100. (2) The reactants are Br[CH2:2][C:3]1[CH:8]=[CH:7][CH:6]=[C:5]([F:9])[C:4]=1[F:10].[Na].[C:12]([O:18][CH2:19][CH3:20])(=[O:17])[CH2:13][C:14]([CH3:16])=[O:15]. The catalyst is O1CCCC1. The product is [F:10][C:4]1[C:5]([F:9])=[CH:6][CH:7]=[CH:8][C:3]=1[CH2:2][CH:13]([C:14](=[O:15])[CH3:16])[C:12]([O:18][CH2:19][CH3:20])=[O:17]. The yield is 0.790. (3) The catalyst is C(Cl)Cl. The reactants are [C:1]([C@@H:5]1[CH2:10][CH2:9][C@H:8]([OH:11])[CH2:7][CH2:6]1)([CH3:4])([CH3:3])[CH3:2].O[C:13]1[C:14]([C:30]([F:33])([F:32])[F:31])=[C:15]2[C:20](=[CH:21][CH:22]=1)[CH:19]=[C:18]([C@:23]1([CH3:29])[CH2:27][O:26][C:25](=[O:28])[NH:24]1)[CH:17]=[CH:16]2.C1(P(C2C=CC=CC=2)C2C=CC=CC=2)C=CC=CC=1.O1CCCC1.N(C(OC(C)C)=O)=NC(OC(C)C)=O. The yield is 0.300. The product is [C:1]([C@H:5]1[CH2:6][CH2:7][C@H:8]([O:11][C:13]2[C:14]([C:30]([F:32])([F:33])[F:31])=[C:15]3[C:20](=[CH:21][CH:22]=2)[CH:19]=[C:18]([C@:23]2([CH3:29])[CH2:27][O:26][C:25](=[O:28])[NH:24]2)[CH:17]=[CH:16]3)[CH2:9][CH2:10]1)([CH3:4])([CH3:2])[CH3:3]. (4) The reactants are [N+:1]([C:4]1[CH:15]=[CH:14][C:7]2[C:8](=[O:13])[NH:9][CH2:10][CH2:11][O:12][C:6]=2[CH:5]=1)([O-:3])=[O:2].[H-].[Na+].[CH3:18]N(C=O)C. No catalyst specified. The product is [CH3:18][N:9]1[C:8](=[O:13])[C:7]2[CH:14]=[CH:15][C:4]([N+:1]([O-:3])=[O:2])=[CH:5][C:6]=2[O:12][CH2:11][CH2:10]1. The yield is 0.770. (5) The reactants are [CH2:1]([O:3][C:4]([C:6]1[CH:7]([C:18]([F:21])([F:20])[F:19])[O:8][C:9]2[C:14]([CH:15]=1)=[CH:13][C:12]([Cl:16])=[CH:11][C:10]=2I)=[O:5])[CH3:2].[C:22]1([C:28]#[CH:29])[CH:27]=[CH:26][CH:25]=[CH:24][CH:23]=1. The catalyst is C1C=CC([P]([Pd]([P](C2C=CC=CC=2)(C2C=CC=CC=2)C2C=CC=CC=2)([P](C2C=CC=CC=2)(C2C=CC=CC=2)C2C=CC=CC=2)[P](C2C=CC=CC=2)(C2C=CC=CC=2)C2C=CC=CC=2)(C2C=CC=CC=2)C2C=CC=CC=2)=CC=1.[Cu]I. The product is [Cl:16][C:12]1[CH:13]=[C:14]2[C:9](=[C:10]([C:29]#[C:28][C:22]3[CH:27]=[CH:26][CH:25]=[CH:24][CH:23]=3)[CH:11]=1)[O:8][CH:7]([C:18]([F:21])([F:20])[F:19])[C:6]([C:4]([O:3][CH2:1][CH3:2])=[O:5])=[CH:15]2. The yield is 0.880.